This data is from Reaction yield outcomes from USPTO patents with 853,638 reactions. The task is: Predict the reaction yield, written as a fraction of the theoretical maximum amount of product (1.0 means a 100% yield; for example, 0.34 means a 34% yield). (1) The yield is 0.920. The reactants are FC(F)(F)S(O[C@@H:7]([CH3:11])[C:8]([OH:10])=[O:9])(=O)=O.[CH2:14]([Mg]Cl)[CH2:15][CH2:16]C.O1CCC[CH2:21]1. The catalyst is [Cl-].[Zn+2].[Cl-].C(=O)([O-])[O-].[Na+].[Na+]. The product is [CH3:21][C@@H:7]([CH2:11][CH2:14][CH2:15][CH3:16])[C:8]([OH:10])=[O:9]. (2) The reactants are [CH3:1][C:2]1[CH2:7][CH2:6][CH2:5][C:4]([CH3:9])([CH3:8])[C:3]=1[CH:10]=O.[Cl:12][C:13]1[CH:14]=[C:15]([CH:17]=[CH:18][CH:19]=1)[NH2:16].C([BH3-])#N.[Na+].C(O)(=O)C. The catalyst is CO. The product is [Cl:12][C:13]1[CH:14]=[C:15]([CH:17]=[CH:18][CH:19]=1)[NH:16][CH2:10][C:3]1[C:4]([CH3:9])([CH3:8])[CH2:5][CH2:6][CH2:7][C:2]=1[CH3:1]. The yield is 0.610. (3) The reactants are Cl[CH2:2][C:3]1[C:11]([F:12])=[CH:10][C:6]2[O:7][CH2:8][O:9][C:5]=2[CH:4]=1.[C-:13]#[N:14].[Na+].O. The catalyst is CS(C)=O. The product is [F:12][C:11]1[C:3]([CH2:2][C:13]#[N:14])=[CH:4][C:5]2[O:9][CH2:8][O:7][C:6]=2[CH:10]=1. The yield is 0.700. (4) The reactants are [NH2:1][C:2]1[CH:7]=[CH:6][CH:5]=[CH:4][CH:3]=1.[O:8]1[C:12]([C:13]2[CH:18]=[CH:17][C:16]([NH:19][C:20]3[N:21]=[C:22](OS(C(F)(F)F)(=O)=O)[C:23]4[CH2:29][N:28](C(OC(C)(C)C)=O)[CH2:27][CH2:26][C:24]=4[N:25]=3)=[CH:15][CH:14]=2)=[CH:11][N:10]=[CH:9]1.Cl. The catalyst is CS(C)=O. The product is [O:8]1[C:12]([C:13]2[CH:18]=[CH:17][C:16]([NH:19][C:20]3[N:21]=[C:22]([NH:1][C:2]4[CH:7]=[CH:6][CH:5]=[CH:4][CH:3]=4)[C:23]4[CH2:29][NH:28][CH2:27][CH2:26][C:24]=4[N:25]=3)=[CH:15][CH:14]=2)=[CH:11][N:10]=[CH:9]1. The yield is 0.240. (5) The reactants are [CH3:1][C@H:2]1[CH2:6][CH2:5][CH2:4][N:3]1[C:7]1[N:12]=[C:11]([C:13]([F:16])([F:15])[F:14])[C:10]([N+:17]([O-])=O)=[CH:9][CH:8]=1.[BH4-].[Na+]. The catalyst is CO. The product is [CH3:1][C@H:2]1[CH2:6][CH2:5][CH2:4][N:3]1[C:7]1[N:12]=[C:11]([C:13]([F:16])([F:14])[F:15])[C:10]([NH2:17])=[CH:9][CH:8]=1. The yield is 0.926. (6) The reactants are [CH:1]1[CH:6]=[CH:5][C:4]([NH:7][C:8]([NH2:10])=[S:9])=[CH:3][CH:2]=1.Br[CH2:12][C:13](OCC)=[O:14].C(N(CC)CC)C. The catalyst is C1(C)C=CC=CC=1.CN(C=O)C. The product is [C:4]1([NH:7][C:8]2[S:9][CH2:12][C:13](=[O:14])[N:10]=2)[CH:5]=[CH:6][CH:1]=[CH:2][CH:3]=1. The yield is 0.870. (7) The reactants are [C:1]([NH:5][C:6]1[C:15]([CH3:16])=[N:14][C:13]2[C:8](=[C:9](B3OC(C)(C)C(C)(C)O3)[CH:10]=[CH:11][CH:12]=2)[N:7]=1)([CH3:4])([CH3:3])[CH3:2].Br[C:27]1[NH:28][C:29]2[CH2:30][CH2:31][CH2:32][C:33](=[O:36])[C:34]=2[CH:35]=1. The catalyst is O1CCOCC1.O.C1C=CC(/C=C/C(/C=C/C2C=CC=CC=2)=O)=CC=1.C1C=CC(/C=C/C(/C=C/C2C=CC=CC=2)=O)=CC=1.C1C=CC(/C=C/C(/C=C/C2C=CC=CC=2)=O)=CC=1.[Pd].[Pd]. The product is [C:1]([NH:5][C:6]1[C:15]([CH3:16])=[N:14][C:13]2[C:8]([N:7]=1)=[C:9]([C:27]1[NH:28][C:29]3[CH2:30][CH2:31][CH2:32][C:33](=[O:36])[C:34]=3[CH:35]=1)[CH:10]=[CH:11][CH:12]=2)([CH3:2])([CH3:3])[CH3:4]. The yield is 0.770.